From a dataset of Reaction yield outcomes from USPTO patents with 853,638 reactions. Predict the reaction yield, written as a fraction of the theoretical maximum amount of product (1.0 means a 100% yield; for example, 0.34 means a 34% yield). (1) The reactants are [CH2:1]([N:3]([CH2:19][CH3:20])[CH2:4][CH2:5][N:6]1[CH2:11][CH2:10][C:9]2[NH:12][C:13]([CH:16]=O)=[C:14]([CH3:15])[C:8]=2[C:7]1=[O:18])[CH3:2].[O:21]([C:23]1[CH:24]=[C:25]2[C:29](=[CH:30][CH:31]=1)[NH:28][C:27](=[O:32])[CH2:26]2)[CH3:22]. No catalyst specified. The product is [CH2:1]([N:3]([CH2:19][CH3:20])[CH2:4][CH2:5][N:6]1[CH2:11][CH2:10][C:9]2[NH:12][C:13]([CH:16]=[C:26]3[C:25]4[C:29](=[CH:30][CH:31]=[C:23]([O:21][CH3:22])[CH:24]=4)[NH:28][C:27]3=[O:32])=[C:14]([CH3:15])[C:8]=2[C:7]1=[O:18])[CH3:2]. The yield is 0.650. (2) The reactants are C(OC(=O)[NH:7][C@H:8]([C:10](=[O:33])[NH:11][CH2:12][C:13]1[N:22]=[C:21]([N:23]([C:25]2[CH:30]=[CH:29][C:28]([O:31][CH3:32])=[CH:27][CH:26]=2)[CH3:24])[C:20]2[C:15](=[CH:16][CH:17]=[CH:18][CH:19]=2)[N:14]=1)[CH3:9])(C)(C)C.NCC1N=C(N(C2C=CC(OC)=CC=2)C)C2C(=CC=CC=2)N=1.N(C(OC(C)(C)C)=O)[C@H](C(O)=O)C.CCN=C=NCCCN(C)C.C(N(C(C)C)C(C)C)C. The catalyst is CN(C=O)C.CCOC(C)=O. The product is [NH2:7][C@@H:8]([CH3:9])[C:10]([NH:11][CH2:12][C:13]1[N:22]=[C:21]([N:23]([C:25]2[CH:30]=[CH:29][C:28]([O:31][CH3:32])=[CH:27][CH:26]=2)[CH3:24])[C:20]2[C:15](=[CH:16][CH:17]=[CH:18][CH:19]=2)[N:14]=1)=[O:33]. The yield is 0.830.